Dataset: Forward reaction prediction with 1.9M reactions from USPTO patents (1976-2016). Task: Predict the product of the given reaction. (1) The product is: [C:21]([C:8]1([OH:7])[CH2:9][CH2:10][CH:11]([C:14]([O:16][C:17]([CH3:19])([CH3:18])[CH3:20])=[O:15])[CH2:12][CH2:13]1)#[CH:22]. Given the reactants C(=O)([O-])[O-].[K+].[K+].[OH:7][C:8]1([C:21]#[C:22][Si](C)(C)C)[CH2:13][CH2:12][CH:11]([C:14]([O:16][C:17]([CH3:20])([CH3:19])[CH3:18])=[O:15])[CH2:10][CH2:9]1.CO, predict the reaction product. (2) Given the reactants [CH3:1][O:2][C:3]1[CH:8]=[CH:7][C:6]([S:9]([N:12]2[CH2:17][CH2:16][N:15]([CH2:18][C:19]3[NH:28][C:27](=[O:29])[C:26]4[C:21](=[CH:22][CH:23]=[CH:24][CH:25]=4)[N:20]=3)[CH2:14][CH2:13]2)(=[O:11])=[O:10])=[CH:5][CH:4]=1.[CH:30]1(I)[CH2:34][CH2:33][CH2:32][CH2:31]1.C(=O)([O-])[O-].[K+].[K+].CC#N, predict the reaction product. The product is: [CH:30]1([O:29][C:27]2[C:26]3[C:21](=[CH:22][CH:23]=[CH:24][CH:25]=3)[N:20]=[C:19]([CH2:18][N:15]3[CH2:14][CH2:13][N:12]([S:9]([C:6]4[CH:5]=[CH:4][C:3]([O:2][CH3:1])=[CH:8][CH:7]=4)(=[O:10])=[O:11])[CH2:17][CH2:16]3)[N:28]=2)[CH2:34][CH2:33][CH2:32][CH2:31]1. (3) Given the reactants [F:1][C:2]1[C:7]2[N:8]=[N:9][S:10][C:6]=2[CH:5]=[C:4]([C:11](O)=[O:12])[C:3]=1[NH:14][C:15]1[CH:20]=[CH:19][C:18]([I:21])=[CH:17][C:16]=1[F:22].C1C=CC2N(O)N=NC=2C=1.CCN=C=NCCCN(C)C.[CH3:44][C:45]1([CH3:53])[O:49][CH:48]([CH2:50][O:51][NH2:52])[CH2:47][O:46]1.[NH4+].[Cl-], predict the reaction product. The product is: [CH3:44][C:45]1([CH3:53])[O:49][CH:48]([CH2:50][O:51][NH:52][C:11]([C:4]2[C:3]([NH:14][C:15]3[CH:20]=[CH:19][C:18]([I:21])=[CH:17][C:16]=3[F:22])=[C:2]([F:1])[C:7]3[N:8]=[N:9][S:10][C:6]=3[CH:5]=2)=[O:12])[CH2:47][O:46]1. (4) Given the reactants [O:1]1[C:5]2[CH:6]=[CH:7][CH:8]=[CH:9][C:4]=2[CH:3]=[C:2]1[CH:10]([OH:46])[CH2:11][N:12]([CH2:14][C:15]1[S:45][C:18]2[N:19]([CH2:35][CH2:36][CH2:37][O:38]C3CCCCO3)[CH:20]=[C:21]([C:24]([NH:26][CH2:27][C:28]3[CH:33]=[CH:32][C:31]([Cl:34])=[CH:30][CH:29]=3)=[O:25])[C:22](=[O:23])[C:17]=2[CH:16]=1)[CH3:13].C([O-])(O)=O.[Na+], predict the reaction product. The product is: [O:1]1[C:5]2[CH:6]=[CH:7][CH:8]=[CH:9][C:4]=2[CH:3]=[C:2]1[CH:10]([OH:46])[CH2:11][N:12]([CH2:14][C:15]1[S:45][C:18]2[N:19]([CH2:35][CH2:36][CH2:37][OH:38])[CH:20]=[C:21]([C:24]([NH:26][CH2:27][C:28]3[CH:29]=[CH:30][C:31]([Cl:34])=[CH:32][CH:33]=3)=[O:25])[C:22](=[O:23])[C:17]=2[CH:16]=1)[CH3:13]. (5) Given the reactants [CH2:1]([O:3][C:4](=[O:15])[CH2:5][CH2:6][NH:7][CH2:8][C:9]1[CH:14]=[CH:13][CH:12]=[CH:11][CH:10]=1)[CH3:2].C(O[C:19]([C:21]1[C:22](Cl)=[N:23][C:24]([S:27][CH3:28])=N[CH:26]=1)=[O:20])C.[CH2:30](N(CC)CC)[CH3:31].[OH2:37].[CH2:38](Cl)Cl, predict the reaction product. The product is: [CH2:30]([O:37][C:19]([C:21]1[C:26]([N:7]([CH2:8][C:9]2[CH:14]=[CH:13][CH:12]=[CH:11][CH:10]=2)[CH2:6][CH2:5][C:4]([O:3][CH2:1][CH3:2])=[O:15])=[CH:38][C:24]([S:27][CH3:28])=[N:23][CH:22]=1)=[O:20])[CH3:31]. (6) Given the reactants Br[CH:2]1[CH2:7][CH2:6][CH2:5][CH:4]=[CH:3]1.C(=O)([O-])[O-].[Cs+].[Cs+].[CH3:14][C:15]1[CH:16]=[C:17]([NH:26][C:27]2[N:32]=[C:31]([C:33]([F:36])([F:35])[F:34])[CH:30]=[CH:29][N:28]=2)[CH:18]=[C:19]([C:21]2[CH:22]=[N:23][NH:24][CH:25]=2)[CH:20]=1, predict the reaction product. The product is: [CH:2]1([N:23]2[CH:22]=[C:21]([C:19]3[CH:18]=[C:17]([NH:26][C:27]4[N:32]=[C:31]([C:33]([F:36])([F:35])[F:34])[CH:30]=[CH:29][N:28]=4)[CH:16]=[C:15]([CH3:14])[CH:20]=3)[CH:25]=[N:24]2)[CH2:7][CH2:6][CH2:5][CH:4]=[CH:3]1.